This data is from Full USPTO retrosynthesis dataset with 1.9M reactions from patents (1976-2016). The task is: Predict the reactants needed to synthesize the given product. Given the product [CH3:23][Si:22]([C:20]#[C:21][C:2]1[N:6]2[N:7]=[C:8]([C:11]3[CH:19]=[CH:18][C:14]([C:15]([NH2:17])=[O:16])=[CH:13][CH:12]=3)[CH:9]=[CH:10][C:5]2=[N:4][CH:3]=1)([CH3:25])[CH3:24], predict the reactants needed to synthesize it. The reactants are: I[C:2]1[N:6]2[N:7]=[C:8]([C:11]3[CH:19]=[CH:18][C:14]([C:15]([NH2:17])=[O:16])=[CH:13][CH:12]=3)[CH:9]=[CH:10][C:5]2=[N:4][CH:3]=1.[C:20]([Si:22]([CH3:25])([CH3:24])[CH3:23])#[CH:21].C(N(C(C)C)CC)(C)C.O.